The task is: Predict the product of the given reaction.. This data is from Forward reaction prediction with 1.9M reactions from USPTO patents (1976-2016). (1) Given the reactants [O:1]1[C:5]2[CH:6]=[CH:7][C:8]([CH2:10][C:11]([NH:13][C:14]3[S:15][C:16]([CH3:40])=[C:17]([C:19]4[CH:20]=[C:21]5[C:25](=[CH:26][CH:27]=4)[N:24](S(C4C=CC=CC=4[N+]([O-])=O)(=O)=O)[CH2:23][CH2:22]5)[N:18]=3)=[O:12])=[CH:9][C:4]=2[O:3][CH2:2]1.C(=O)([O-])[O-].[K+].[K+].C1(S)C=CC=CC=1, predict the reaction product. The product is: [O:1]1[C:5]2[CH:6]=[CH:7][C:8]([CH2:10][C:11]([NH:13][C:14]3[S:15][C:16]([CH3:40])=[C:17]([C:19]4[CH:20]=[C:21]5[C:25](=[CH:26][CH:27]=4)[NH:24][CH2:23][CH2:22]5)[N:18]=3)=[O:12])=[CH:9][C:4]=2[O:3][CH2:2]1. (2) Given the reactants [NH2:1][C@@H:2]([CH2:6][C:7]1[CH:12]=[CH:11][C:10]([C:13]2[C:14](=[O:22])[N:15]([CH3:21])[N:16]=[CH:17][C:18]=2[O:19][CH3:20])=[CH:9][CH:8]=1)[C:3]([OH:5])=[O:4].[Cl:23][C:24]1[CH:32]=[C:31]([S:33]([CH3:36])(=[O:35])=[O:34])[CH:30]=[CH:29][C:25]=1[C:26](Cl)=[O:27], predict the reaction product. The product is: [Cl:23][C:24]1[CH:32]=[C:31]([S:33]([CH3:36])(=[O:35])=[O:34])[CH:30]=[CH:29][C:25]=1[C:26]([NH:1][C@@H:2]([CH2:6][C:7]1[CH:8]=[CH:9][C:10]([C:13]2[C:14](=[O:22])[N:15]([CH3:21])[N:16]=[CH:17][C:18]=2[O:19][CH3:20])=[CH:11][CH:12]=1)[C:3]([OH:5])=[O:4])=[O:27].